This data is from NCI-60 drug combinations with 297,098 pairs across 59 cell lines. The task is: Regression. Given two drug SMILES strings and cell line genomic features, predict the synergy score measuring deviation from expected non-interaction effect. (1) Cell line: ACHN. Drug 2: N.N.Cl[Pt+2]Cl. Drug 1: C#CCC(CC1=CN=C2C(=N1)C(=NC(=N2)N)N)C3=CC=C(C=C3)C(=O)NC(CCC(=O)O)C(=O)O. Synergy scores: CSS=7.11, Synergy_ZIP=-0.580, Synergy_Bliss=0.844, Synergy_Loewe=-4.14, Synergy_HSA=-3.73. (2) Drug 2: C1=NNC2=C1C(=O)NC=N2. Synergy scores: CSS=-4.32, Synergy_ZIP=1.82, Synergy_Bliss=1.72, Synergy_Loewe=-3.30, Synergy_HSA=-1.86. Cell line: BT-549. Drug 1: CCCS(=O)(=O)NC1=C(C(=C(C=C1)F)C(=O)C2=CNC3=C2C=C(C=N3)C4=CC=C(C=C4)Cl)F. (3) Drug 2: CC1=C(C(=CC=C1)Cl)NC(=O)C2=CN=C(S2)NC3=CC(=NC(=N3)C)N4CCN(CC4)CCO. Cell line: RPMI-8226. Drug 1: CC1C(C(=O)NC(C(=O)N2CCCC2C(=O)N(CC(=O)N(C(C(=O)O1)C(C)C)C)C)C(C)C)NC(=O)C3=C4C(=C(C=C3)C)OC5=C(C(=O)C(=C(C5=N4)C(=O)NC6C(OC(=O)C(N(C(=O)CN(C(=O)C7CCCN7C(=O)C(NC6=O)C(C)C)C)C)C(C)C)C)N)C. Synergy scores: CSS=6.77, Synergy_ZIP=0.316, Synergy_Bliss=3.92, Synergy_Loewe=-2.16, Synergy_HSA=-0.261. (4) Drug 1: CC1=CC=C(C=C1)C2=CC(=NN2C3=CC=C(C=C3)S(=O)(=O)N)C(F)(F)F. Drug 2: C1=CC=C(C(=C1)C(C2=CC=C(C=C2)Cl)C(Cl)Cl)Cl. Cell line: RPMI-8226. Synergy scores: CSS=4.71, Synergy_ZIP=-2.92, Synergy_Bliss=-4.90, Synergy_Loewe=-0.738, Synergy_HSA=-5.31. (5) Synergy scores: CSS=5.07, Synergy_ZIP=-2.07, Synergy_Bliss=3.52, Synergy_Loewe=-4.48, Synergy_HSA=-0.713. Drug 2: C(CC(=O)O)C(=O)CN.Cl. Cell line: COLO 205. Drug 1: CC1CCC2CC(C(=CC=CC=CC(CC(C(=O)C(C(C(=CC(C(=O)CC(OC(=O)C3CCCCN3C(=O)C(=O)C1(O2)O)C(C)CC4CCC(C(C4)OC)OCCO)C)C)O)OC)C)C)C)OC.